Dataset: Reaction yield outcomes from USPTO patents with 853,638 reactions. Task: Predict the reaction yield, written as a fraction of the theoretical maximum amount of product (1.0 means a 100% yield; for example, 0.34 means a 34% yield). (1) The reactants are [F:1][C:2]1[CH:37]=[C:36]([F:38])[CH:35]=[CH:34][C:3]=1[CH2:4][N:5]([CH2:27][CH2:28][CH2:29][CH2:30][CH2:31][CH2:32][CH3:33])[C:6](=[O:26])[CH2:7][C:8]1[CH:13]=[CH:12][C:11]([S:14][CH2:15][C:16]2[CH:25]=[CH:24][CH:23]=[CH:22][C:17]=2[C:18]([O:20]C)=[O:19])=[CH:10][CH:9]=1.[OH-].[Li+]. The catalyst is C1COCC1.O. The yield is 0.560. The product is [F:1][C:2]1[CH:37]=[C:36]([F:38])[CH:35]=[CH:34][C:3]=1[CH2:4][N:5]([CH2:27][CH2:28][CH2:29][CH2:30][CH2:31][CH2:32][CH3:33])[C:6](=[O:26])[CH2:7][C:8]1[CH:9]=[CH:10][C:11]([S:14][CH2:15][C:16]2[CH:25]=[CH:24][CH:23]=[CH:22][C:17]=2[C:18]([OH:20])=[O:19])=[CH:12][CH:13]=1. (2) The reactants are [CH:1]1([C:4]([C:7]2[O:15][C:14]3[C:9](=[N:10][CH:11]=[CH:12][CH:13]=3)[CH:8]=2)(O)[CH3:5])[CH2:3][CH2:2]1.[NH:16]1[C:24]2[C:19](=[CH:20][CH:21]=[CH:22][C:23]=2[NH:25][S:26]([CH3:29])(=[O:28])=[O:27])[CH:18]=[CH:17]1.C(O)(C(F)(F)F)=O. The catalyst is ClCCl.CCOCC. The product is [CH:1]1([C:4]([C:18]2[C:19]3[C:24](=[C:23]([NH:25][S:26]([CH3:29])(=[O:27])=[O:28])[CH:22]=[CH:21][CH:20]=3)[NH:16][CH:17]=2)([C:7]2[O:15][C:14]3[C:9](=[N:10][CH:11]=[CH:12][CH:13]=3)[CH:8]=2)[CH3:5])[CH2:3][CH2:2]1. The yield is 0.830. (3) The reactants are C(OC([N:8]([C:13]1[CH:52]=[CH:51][C:16]([CH2:17][O:18][C:19](=[O:50])[CH2:20][C:21]([O:23][C@H:24]([C:35]2[CH:40]=[CH:39][C:38]([O:41][CH:42]([F:44])[F:43])=[C:37]([O:45][CH2:46][CH:47]3[CH2:49][CH2:48]3)[CH:36]=2)[CH2:25][C:26]2[C:31]([Cl:32])=[CH:30][N+:29]([O-:33])=[CH:28][C:27]=2[Cl:34])=[O:22])=[CH:15][C:14]=1[O:53][CH2:54][CH:55]1[CH2:57][CH2:56]1)[S:9]([CH3:12])(=[O:11])=[O:10])=O)(C)(C)C.Cl. The catalyst is C(Cl)Cl.O1CCOCC1. The product is [Cl:34][C:27]1[CH:28]=[N+:29]([O-:33])[CH:30]=[C:31]([Cl:32])[C:26]=1[CH2:25][C@@H:24]([C:35]1[CH:40]=[CH:39][C:38]([O:41][CH:42]([F:43])[F:44])=[C:37]([O:45][CH2:46][CH:47]2[CH2:48][CH2:49]2)[CH:36]=1)[O:23][C:21](=[O:22])[CH2:20][C:19]([O:18][CH2:17][C:16]1[CH:51]=[CH:52][C:13]([NH:8][S:9]([CH3:12])(=[O:11])=[O:10])=[C:14]([O:53][CH2:54][CH:55]2[CH2:57][CH2:56]2)[CH:15]=1)=[O:50]. The yield is 0.160. (4) The reactants are Cl[C:2]1[NH:7][C:6](=[O:8])[NH:5][C:4](=[O:9])[CH:3]=1.[SH2:10].[Na].[CH3:12][O:13][CH:14]([O:17][CH3:18])[CH2:15]Br. The catalyst is CN(C)C=O. The product is [CH3:12][O:13][CH:14]([O:17][CH3:18])[CH2:15][S:10][C:2]1[NH:7][C:6](=[O:8])[NH:5][C:4](=[O:9])[CH:3]=1. The yield is 0.370. (5) The product is [CH2:1]([O:8][C:9]([NH:11][CH:12]1[CH2:14][C:13]1([OH:20])[C:15]([OH:17])=[O:16])=[O:10])[C:2]1[CH:7]=[CH:6][CH:5]=[CH:4][CH:3]=1. The reactants are [CH2:1]([O:8][C:9]([NH:11][CH:12]1[CH2:14][C:13]1([OH:20])[C:15]([O:17]CC)=[O:16])=[O:10])[C:2]1[CH:7]=[CH:6][CH:5]=[CH:4][CH:3]=1.C([O-])([O-])=O.[K+].[K+]. The yield is 0.690. The catalyst is C1COCC1.O.